Dataset: Experimentally validated miRNA-target interactions with 360,000+ pairs, plus equal number of negative samples. Task: Binary Classification. Given a miRNA mature sequence and a target amino acid sequence, predict their likelihood of interaction. (1) The miRNA is hsa-miR-3198 with sequence GUGGAGUCCUGGGGAAUGGAGA. The protein sequence of the target gene is MTRSPALLLLLLGALPSAEAARGPPRMADKVVPRQVARLGRTVRLQCPVEGDPPPLTMWTKDGRTIHSGWSRFRVLPQGLKVKEVEAEDAGVYVCKATNGFGSLSVNYTLIIMDDISPGKESPGPGGSSGGQEDPASQQWARPRFTQPSKMRRRVIARPVGSSVRLKCVASGHPRPDIMWMKDDQTLTHLEASEHRKKKWTLSLKNLKPEDSGKYTCRVSNKAGAINATYKVDVIQRTRSKPVLTGTHPVNTTVDFGGTTSFQCKVRSDVKPVIQWLKRVEYGSEGRHNSTIDVGGQKFV.... Result: 0 (no interaction). (2) The miRNA is hsa-miR-95-3p with sequence UUCAACGGGUAUUUAUUGAGCA. The protein sequence of the target gene is MAPAQRPLLPLLLLLLPLRARNEDPARANADRYAVYWNRSNPRFQVSAVGDGGGYTVEVSINDYLDIYCPHYGAPLPPAERMERYILYMVNGEGHASCDHRQRGFKRWECNRPAAPGGPLKFSEKFQLFTPFSLGFEFRPGHEYYYISATPPNLVDRPCLRLKVYVRPTNETLYEAPEPIFTSNSSCSGLGGCHLFLTTVPVLWSLLGS. Result: 0 (no interaction).